Regression. Given two drug SMILES strings and cell line genomic features, predict the synergy score measuring deviation from expected non-interaction effect. From a dataset of NCI-60 drug combinations with 297,098 pairs across 59 cell lines. Drug 1: CC1=CC2C(CCC3(C2CCC3(C(=O)C)OC(=O)C)C)C4(C1=CC(=O)CC4)C. Drug 2: CCC1(C2=C(COC1=O)C(=O)N3CC4=CC5=C(C=CC(=C5CN(C)C)O)N=C4C3=C2)O.Cl. Cell line: NCI-H322M. Synergy scores: CSS=-0.513, Synergy_ZIP=2.81, Synergy_Bliss=4.64, Synergy_Loewe=2.20, Synergy_HSA=0.279.